This data is from Catalyst prediction with 721,799 reactions and 888 catalyst types from USPTO. The task is: Predict which catalyst facilitates the given reaction. (1) Reactant: C[Si]([C:5]#[N:6])(C)C.[F-].C([N+](CCCC)(CCCC)CCCC)CCC.Br[CH:26]([C:29]1[CH:34]=[CH:33][C:32]([CH3:35])=[CH:31][CH:30]=1)[CH2:27][CH3:28]. Product: [C:32]1([CH3:35])[CH:33]=[CH:34][C:29]([CH:26]([CH2:27][CH3:28])[C:5]#[N:6])=[CH:30][CH:31]=1. The catalyst class is: 10. (2) Reactant: C(OC(=O)[NH:7][CH:8]([CH2:27][C:28]1[CH:33]=[CH:32][C:31]([Cl:34])=[CH:30][CH:29]=1)[C:9]([N:11]1[CH2:16][CH2:15][N:14]([C:17]2[C:18]3[S:25][C:24]([CH3:26])=[CH:23][C:19]=3[N:20]=[CH:21][N:22]=2)[CH2:13][CH2:12]1)=[O:10])(C)(C)C.[ClH:36]. Product: [ClH:34].[ClH:36].[NH2:7][CH:8]([CH2:27][C:28]1[CH:29]=[CH:30][C:31]([Cl:34])=[CH:32][CH:33]=1)[C:9]([N:11]1[CH2:16][CH2:15][N:14]([C:17]2[C:18]3[S:25][C:24]([CH3:26])=[CH:23][C:19]=3[N:20]=[CH:21][N:22]=2)[CH2:13][CH2:12]1)=[O:10]. The catalyst class is: 135. (3) Reactant: [Cl:1][C:2]1[CH:3]=[CH:4][C:5]([N:44]2[CH:48]=[C:47]([C:49]([F:52])([F:51])[F:50])[N:46]=[N:45]2)=[C:6]([C:8]2[N:9]=[CH:10][N:11]([C@@H:15]3[C:31]4[CH:32]=[C:27]([CH:28]=[CH:29][N:30]=4)[C:26]4[C:22](=[CH:23][N:24]([C:33]5[C:38]([F:39])=[CH:37][N:36]=[C:35]([O:40]C)[CH:34]=5)[N:25]=4)[NH:21][C:20](=[O:42])[C@H:19]([CH3:43])[CH2:18][CH2:17][CH2:16]3)[C:12](=[O:14])[CH:13]=2)[CH:7]=1.Cl. The catalyst class is: 1. Product: [Cl:1][C:2]1[CH:3]=[CH:4][C:5]([N:44]2[CH:48]=[C:47]([C:49]([F:51])([F:50])[F:52])[N:46]=[N:45]2)=[C:6]([C:8]2[N:9]=[CH:10][N:11]([C@@H:15]3[C:31]4[CH:32]=[C:27]([CH:28]=[CH:29][N:30]=4)[C:26]4[C:22](=[CH:23][N:24]([C:33]5[C:38]([F:39])=[CH:37][N:36]=[C:35]([OH:40])[CH:34]=5)[N:25]=4)[NH:21][C:20](=[O:42])[C@H:19]([CH3:43])[CH2:18][CH2:17][CH2:16]3)[C:12](=[O:14])[CH:13]=2)[CH:7]=1. (4) Reactant: Cl[C:2]1[N:3]([C:19]2[CH:24]=[CH:23][C:22]([C:25]([F:28])([F:27])[F:26])=[CH:21][CH:20]=2)[N:4]=[C:5]2[C:10]=1[CH:9]=[CH:8][C:7]([C:11]1[CH:16]=[CH:15][CH:14]=[CH:13][C:12]=1[O:17][CH3:18])=[CH:6]2.[OH-:29].[K+]. Product: [CH3:18][O:17][C:12]1[CH:13]=[CH:14][CH:15]=[CH:16][C:11]=1[C:7]1[CH:6]=[C:5]2[C:10]([C:2](=[O:29])[N:3]([C:19]3[CH:24]=[CH:23][C:22]([C:25]([F:28])([F:27])[F:26])=[CH:21][CH:20]=3)[NH:4]2)=[CH:9][CH:8]=1. The catalyst class is: 5. (5) Reactant: [N:1]1[C:6]2[CH:7]=[CH:8][CH:9]=[CH:10][C:5]=2[N:4]=[C:3]([N:11]2[CH2:16][CH2:15][CH:14]([CH2:17][C:18]([NH:20][C:21]3[CH:30]=[CH:29][CH:28]=[CH:27][C:22]=3[C:23]([O:25]C)=[O:24])=[O:19])[CH2:13][CH2:12]2)[N:2]=1.C(=O)([O-])[O-].[Na+].[Na+]. Product: [N:1]1[C:6]2[CH:7]=[CH:8][CH:9]=[CH:10][C:5]=2[N:4]=[C:3]([N:11]2[CH2:12][CH2:13][CH:14]([CH2:17][C:18]([NH:20][C:21]3[CH:30]=[CH:29][CH:28]=[CH:27][C:22]=3[C:23]([OH:25])=[O:24])=[O:19])[CH2:15][CH2:16]2)[N:2]=1. The catalyst class is: 38. (6) Reactant: [BH4-].[Na+].[Br:3][CH2:4][C:5](=[O:24])[C@@H:6]([NH:16][C:17](=[O:23])[O:18][C:19]([CH3:22])([CH3:21])[CH3:20])[CH2:7][C:8]1[CH:13]=[C:12]([F:14])[CH:11]=[C:10]([F:15])[CH:9]=1. Product: [Br:3][CH2:4][C@@H:5]([OH:24])[C@@H:6]([NH:16][C:17](=[O:23])[O:18][C:19]([CH3:20])([CH3:21])[CH3:22])[CH2:7][C:8]1[CH:9]=[C:10]([F:15])[CH:11]=[C:12]([F:14])[CH:13]=1. The catalyst class is: 175. (7) Reactant: [CH2:1]([NH:3][C:4]1[C:9]([N+:10]([O-])=O)=[CH:8][CH:7]=[C:6]([F:13])[C:5]=1[C:14]1[CH:19]=[CH:18][CH:17]=[CH:16][N:15]=1)[CH3:2]. Product: [CH2:1]([NH:3][C:4]1[C:9]([NH2:10])=[CH:8][CH:7]=[C:6]([F:13])[C:5]=1[C:14]1[CH:19]=[CH:18][CH:17]=[CH:16][N:15]=1)[CH3:2]. The catalyst class is: 153.